From a dataset of Forward reaction prediction with 1.9M reactions from USPTO patents (1976-2016). Predict the product of the given reaction. (1) Given the reactants [N:1]([O-])=O.[Na+].[NH2:5][C:6]1[CH:7]=[N:8][CH:9]=[CH:10][CH:11]=1.C[O:13][C:14](=[O:29])[CH:15]([NH:20][C:21]([C:23]1[CH:28]=[CH:27][CH:26]=[CH:25][N:24]=1)=O)C(OC)=O.C(=O)([O-])[O-].[K+].[K+].C[O-].[Na+], predict the reaction product. The product is: [N:8]1[CH:9]=[CH:10][CH:11]=[C:6]([N:5]2[C:21]([C:23]3[CH:28]=[CH:27][CH:26]=[CH:25][N:24]=3)=[N:20][C:15]([C:14]([OH:13])=[O:29])=[N:1]2)[CH:7]=1. (2) Given the reactants Cl.[NH2:2][C:3]1[CH:8]=[C:7]([F:9])[CH:6]=[CH:5][C:4]=1[C:10]([NH:12][C@H:13]([C:22]([O:24][C:25]([CH3:28])([CH3:27])[CH3:26])=[O:23])[CH2:14][C:15]([O:17][C:18]([CH3:21])([CH3:20])[CH3:19])=[O:16])=[O:11].[N:29]([C:32]1[C:37]([CH3:38])=[CH:36][C:35]([CH3:39])=[CH:34][C:33]=1[CH3:40])=[C:30]=[O:31], predict the reaction product. The product is: [F:9][C:7]1[CH:6]=[CH:5][C:4]([C:10]([NH:12][C@H:13]([C:22]([O:24][C:25]([CH3:28])([CH3:27])[CH3:26])=[O:23])[CH2:14][C:15]([O:17][C:18]([CH3:21])([CH3:19])[CH3:20])=[O:16])=[O:11])=[C:3]([NH:2][C:30]([NH:29][C:32]2[C:33]([CH3:40])=[CH:34][C:35]([CH3:39])=[CH:36][C:37]=2[CH3:38])=[O:31])[CH:8]=1. (3) Given the reactants S(Cl)(Cl)=O.[F:5][C:6]1[CH:14]=[CH:13][C:12]([N+:15]([O-:17])=[O:16])=[CH:11][C:7]=1[C:8]([OH:10])=[O:9].[CH2:18](O)[CH3:19], predict the reaction product. The product is: [F:5][C:6]1[CH:14]=[CH:13][C:12]([N+:15]([O-:17])=[O:16])=[CH:11][C:7]=1[C:8]([O:10][CH2:18][CH3:19])=[O:9]. (4) The product is: [Cl:1][C:2]1[CH:3]=[C:4]([C:14]([N:27]=[C:30]=[O:39])([CH3:24])[CH:18]([CH:21]([CH3:23])[CH3:22])[CH:19]=[CH2:20])[CH:5]=[CH:6][C:7]=1[CH2:8][CH2:9][C:10]([CH3:12])([CH3:11])[CH3:13]. Given the reactants [Cl:1][C:2]1[CH:3]=[C:4]([C:14]([CH3:24])([CH:18]([CH:21]([CH3:23])[CH3:22])[CH:19]=[CH2:20])C(O)=O)[CH:5]=[CH:6][C:7]=1[CH2:8][CH2:9][C:10]([CH3:13])([CH3:12])[CH3:11].C([N:27]([CH2:30]C)CC)C.C1(P(N=[N+]=[N-])(C2C=CC=CC=2)=[O:39])C=CC=CC=1, predict the reaction product.